Dataset: Reaction yield outcomes from USPTO patents with 853,638 reactions. Task: Predict the reaction yield, written as a fraction of the theoretical maximum amount of product (1.0 means a 100% yield; for example, 0.34 means a 34% yield). (1) The reactants are C1CO[C:8]2[CH:7]=[CH:6][C:5]([NH:11][C:12]3[C:17]([F:18])=[CH:16][N:15]=[C:14]([NH:19][C:20]4[CH:25]=[CH:24][CH:23]=[C:22](O)[CH:21]=4)[N:13]=3)=[CH:4][C:3]=2[O:2]1.ClC1N=C(NC2C=CC=C(O)C=2)C(F)=C[N:29]=1.N1C=CC=CC=1CN. No catalyst specified. The product is [F:18][C:17]1[C:12]([NH:11][C:5]2[CH:6]=[CH:7][CH:8]=[C:3]([OH:2])[CH:4]=2)=[N:13][C:14]([NH:19][CH2:20][C:25]2[CH:24]=[CH:23][CH:22]=[CH:21][N:29]=2)=[N:15][CH:16]=1. The yield is 0.620. (2) The reactants are Cl[C:2]1[C:3]2[N:11]=[C:10]([NH:12]C(=O)OCC)[S:9][C:4]=2[N:5]=[C:6]([CH3:8])[N:7]=1.[CH3:18][O-:19].[Na+].CO. The catalyst is O. The product is [CH3:18][O:19][C:2]1[C:3]2[N:11]=[C:10]([NH2:12])[S:9][C:4]=2[N:5]=[C:6]([CH3:8])[N:7]=1. The yield is 0.556. (3) The reactants are N1([CH:7]2[CH2:12]O[N:10]=[C:9]([C:13]3[CH:14]=[N:15][CH:16]=[CH:17][CH:18]=3)[N:8]2C)CCCCC1.[OH2:20].[OH2:21].[Na+].[Na+].[CH2:24]([N:35]([CH2:40][C:41](O)=O)[CH2:36][C:37](O)=O)[CH2:24][N:35]([CH2:40][C:41]([O-])=O)[CH2:36][C:37]([O-:21])=[O:20].[BH4-].Cl.[OH-].[Na+].[C:48](O)(=O)C. The catalyst is C([O-])(=O)C.[Hg+2].C([O-])(=O)C. The product is [O:20]=[C:40]1[CH2:41][CH2:48][CH2:37][CH2:36][N:35]1[CH2:24][C@H:7]1[CH2:12][O:21][N:10]=[C:9]([C:13]2[CH:14]=[N:15][CH:16]=[CH:17][CH:18]=2)[NH:8]1. The yield is 0.357.